From a dataset of Full USPTO retrosynthesis dataset with 1.9M reactions from patents (1976-2016). Predict the reactants needed to synthesize the given product. (1) The reactants are: [C:1]([CH:4]([C:18]1[CH:23]=[CH:22][C:21]([CH2:24][O:25][Si:26]([CH:33]([CH3:35])[CH3:34])([CH:30]([CH3:32])[CH3:31])[CH:27]([CH3:29])[CH3:28])=[CH:20][CH:19]=1)[CH2:5][NH:6][C:7]([C:9]1[CH:17]=[CH:16][CH:15]=[CH:14][C:10]=1[C:11](O)=[O:12])=[O:8])([OH:3])=O.C(Cl)CCl.[NH2:40][C:41]1[CH:42]=[C:43]2[C:48](=[CH:49][CH:50]=1)[CH:47]=[N:46][CH:45]=[CH:44]2. Given the product [O:12]=[C:11]1[C:10]2[C:9](=[CH:17][CH:16]=[CH:15][CH:14]=2)[C:7](=[O:8])[N:6]1[CH2:5][CH:4]([C:18]1[CH:19]=[CH:20][C:21]([CH2:24][O:25][Si:26]([CH:33]([CH3:35])[CH3:34])([CH:27]([CH3:28])[CH3:29])[CH:30]([CH3:32])[CH3:31])=[CH:22][CH:23]=1)[C:1]([NH:40][C:41]1[CH:42]=[C:43]2[C:48](=[CH:49][CH:50]=1)[CH:47]=[N:46][CH:45]=[CH:44]2)=[O:3], predict the reactants needed to synthesize it. (2) The reactants are: [NH:1]([C:8]([O:10][C:11]([CH3:14])([CH3:13])[CH3:12])=[O:9])[C@H:2]([C:5]([OH:7])=[O:6])[CH2:3][SH:4].[OH-].[Na+].[CH3:17][CH:18]([SH:20])[CH3:19].II.Cl. Given the product [C:11]([O:10][C:8]([NH:1][C@@H:2]([CH2:3][S:4][S:20][CH:18]([CH3:19])[CH3:17])[C:5]([OH:7])=[O:6])=[O:9])([CH3:14])([CH3:13])[CH3:12], predict the reactants needed to synthesize it. (3) Given the product [CH3:12][O:11][C:4]1[N:3]=[C:2]([C:16]([F:22])([F:13])[F:21])[C:7]([N+:8]([O-:10])=[O:9])=[CH:6][CH:5]=1, predict the reactants needed to synthesize it. The reactants are: Cl[C:2]1[C:7]([N+:8]([O-:10])=[O:9])=[CH:6][CH:5]=[C:4]([O:11][CH3:12])[N:3]=1.[F-:13].[K+].Cl[C:16]([F:22])([F:21])C(OC)=O.[NH4+].[OH-].[NH4+].[Cl-]. (4) Given the product [NH2:7][CH2:8][C:9]1[CH:14]=[CH:13][C:12]([C:15]2[NH:39][C:18]3=[N:19][CH:20]=[C:21]([Br:38])[C:22]([N:23]4[CH2:24][CH2:25][N:26]([CH2:29][C:30]([NH:31][C:32]5[S:33][CH:34]=[CH:35][N:36]=5)=[O:37])[CH2:27][CH2:28]4)=[C:17]3[N:16]=2)=[CH:11][CH:10]=1, predict the reactants needed to synthesize it. The reactants are: C(OC(=O)[NH:7][CH2:8][C:9]1[CH:14]=[CH:13][C:12]([C:15]2[NH:39][C:18]3=[N:19][CH:20]=[C:21]([Br:38])[C:22]([N:23]4[CH2:28][CH2:27][N:26]([CH2:29][C:30](=[O:37])[NH:31][C:32]5[S:33][CH:34]=[CH:35][N:36]=5)[CH2:25][CH2:24]4)=[C:17]3[N:16]=2)=[CH:11][CH:10]=1)(C)(C)C.FC(F)(F)C(O)=O. (5) Given the product [C:19]([C:10]1[C:11]2[C:16](=[CH:15][CH:14]=[C:13]([O:17][CH3:18])[CH:12]=2)[N:8]([CH2:7][C:6]([OH:22])=[O:5])[CH:9]=1)(=[O:21])[CH3:20], predict the reactants needed to synthesize it. The reactants are: C([O:5][C:6](=[O:22])[CH2:7][N:8]1[C:16]2[C:11](=[CH:12][C:13]([O:17][CH3:18])=[CH:14][CH:15]=2)[C:10]([C:19](=[O:21])[CH3:20])=[CH:9]1)(C)(C)C.C(O)(C(F)(F)F)=O. (6) Given the product [C:17]1([CH2:23][CH2:24][CH2:25][O:13][CH2:12][C:11]2[CH:10]=[CH:9][C:8]([CH2:7][N:1]3[CH2:2][CH2:3][CH2:4][CH2:5][CH2:6]3)=[CH:15][CH:14]=2)[CH:22]=[CH:21][CH:20]=[CH:19][CH:18]=1, predict the reactants needed to synthesize it. The reactants are: [N:1]1([CH2:7][C:8]2[CH:15]=[CH:14][C:11]([CH2:12][O-:13])=[CH:10][CH:9]=2)[CH2:6][CH2:5][CH2:4][CH2:3][CH2:2]1.[Na+].[C:17]1([CH2:23][CH2:24][CH2:25]Br)[CH:22]=[CH:21][CH:20]=[CH:19][CH:18]=1. (7) Given the product [C:27]([O:26][C:24]([N:21]1[CH2:22][CH2:23][NH:18][CH:19]([C:31]2[O:33][N:40]=[C:38]([C:37]3[CH:42]=[CH:43][CH:44]=[C:35]([Cl:34])[CH:36]=3)[N:39]=2)[CH2:20]1)=[O:25])([CH3:28])([CH3:29])[CH3:30], predict the reactants needed to synthesize it. The reactants are: C1C2C(COC([N:18]3[CH2:23][CH2:22][N:21]([C:24]([O:26][C:27]([CH3:30])([CH3:29])[CH3:28])=[O:25])[CH2:20][CH:19]3[C:31]([OH:33])=O)=O)C3C(=CC=CC=3)C=2C=CC=1.[Cl:34][C:35]1[CH:36]=[C:37]([CH:42]=[CH:43][CH:44]=1)[C:38]([NH:40]O)=[NH:39].C1C=CC2N(O)N=NC=2C=1.CCN=C=NCCCN(C)C. (8) The reactants are: Br[CH2:2][CH2:3][CH:4]=[C:5]1[C:11]2[CH:12]=[CH:13][CH:14]=[N:15][C:10]=2[CH2:9][O:8][C:7]2[CH:16]=[CH:17][C:18]([C:20]([OH:23])([CH3:22])[CH3:21])=[CH:19][C:6]1=2.C(=O)([O-])[O-].[K+].[K+].[Cl:30][C:31]1[CH:36]=[CH:35][C:34]([NH:37][C:38]2([C:44]#[N:45])[CH2:43][CH2:42][NH:41][CH2:40][CH2:39]2)=[CH:33][CH:32]=1. Given the product [Cl:30][C:31]1[CH:32]=[CH:33][C:34]([NH:37][C:38]2([C:44]#[N:45])[CH2:43][CH2:42][N:41]([CH2:2][CH2:3][CH:4]=[C:5]3[C:11]4[CH:12]=[CH:13][CH:14]=[N:15][C:10]=4[CH2:9][O:8][C:7]4[CH:16]=[CH:17][C:18]([C:20]([OH:23])([CH3:22])[CH3:21])=[CH:19][C:6]3=4)[CH2:40][CH2:39]2)=[CH:35][CH:36]=1, predict the reactants needed to synthesize it. (9) Given the product [CH2:19]([N:3]1[C:2](=[O:15])[C:10]2[C:5](=[CH:6][CH:7]=[CH:8][CH:9]=2)[C:4]1=[O:34])[CH3:24].[N:26]1[CH:25]=[CH:24][CH:23]=[CH:22][C:17]=1[N:18]1[CH2:19][CH2:20][NH:1][CH2:10][CH2:5]1, predict the reactants needed to synthesize it. The reactants are: [N:1]1[C:10]2[C:9]3C=CC=C[C:8]=3[CH2:7][CH2:6][C:5]=2[CH:4]=[N:3][C:2]=1[OH:15].Cl[C:17]1[N:26]=[CH:25][C:24]2[CH2:23][CH2:22]C3C=C(OC)C=C[C:20]=3[C:19]=2[N:18]=1.C(=O)([O-])[O-:34].[K+].[K+].